Dataset: Merck oncology drug combination screen with 23,052 pairs across 39 cell lines. Task: Regression. Given two drug SMILES strings and cell line genomic features, predict the synergy score measuring deviation from expected non-interaction effect. (1) Cell line: OVCAR3. Synergy scores: synergy=75.9. Drug 1: Cc1nc(Nc2ncc(C(=O)Nc3c(C)cccc3Cl)s2)cc(N2CCN(CCO)CC2)n1. Drug 2: COC1CC2CCC(C)C(O)(O2)C(=O)C(=O)N2CCCCC2C(=O)OC(C(C)CC2CCC(OP(C)(C)=O)C(OC)C2)CC(=O)C(C)C=C(C)C(O)C(OC)C(=O)C(C)CC(C)C=CC=CC=C1C. (2) Drug 1: NC(=O)c1cccc2cn(-c3ccc(C4CCCNC4)cc3)nc12. Drug 2: CC1(c2nc3c(C(N)=O)cccc3[nH]2)CCCN1. Cell line: RPMI7951. Synergy scores: synergy=-2.15. (3) Cell line: UWB1289. Synergy scores: synergy=13.4. Drug 2: C#Cc1cccc(Nc2ncnc3cc(OCCOC)c(OCCOC)cc23)c1. Drug 1: O=S1(=O)NC2(CN1CC(F)(F)F)C1CCC2Cc2cc(C=CCN3CCC(C(F)(F)F)CC3)ccc2C1. (4) Drug 1: O=c1[nH]cc(F)c(=O)[nH]1. Drug 2: COC1CC2CCC(C)C(O)(O2)C(=O)C(=O)N2CCCCC2C(=O)OC(C(C)CC2CCC(OP(C)(C)=O)C(OC)C2)CC(=O)C(C)C=C(C)C(O)C(OC)C(=O)C(C)CC(C)C=CC=CC=C1C. Cell line: EFM192B. Synergy scores: synergy=20.5. (5) Drug 2: CCc1c2c(nc3ccc(O)cc13)-c1cc3c(c(=O)n1C2)COC(=O)C3(O)CC. Synergy scores: synergy=24.0. Cell line: A427. Drug 1: N#Cc1ccc(Cn2cncc2CN2CCN(c3cccc(Cl)c3)C(=O)C2)cc1. (6) Drug 1: CC(C)CC(NC(=O)C(Cc1ccccc1)NC(=O)c1cnccn1)B(O)O. Drug 2: COC1CC2CCC(C)C(O)(O2)C(=O)C(=O)N2CCCCC2C(=O)OC(C(C)CC2CCC(OP(C)(C)=O)C(OC)C2)CC(=O)C(C)C=C(C)C(O)C(OC)C(=O)C(C)CC(C)C=CC=CC=C1C. Cell line: HT144. Synergy scores: synergy=-11.6.